The task is: Predict the reactants needed to synthesize the given product.. This data is from Full USPTO retrosynthesis dataset with 1.9M reactions from patents (1976-2016). (1) Given the product [OH:8][CH2:9][CH2:10][N:11]1[CH2:15][C@H:14]([CH3:16])[O:13][C:12]1=[O:17], predict the reactants needed to synthesize it. The reactants are: C([O:8][CH2:9][CH2:10][N:11]1[CH2:15][C@H:14]([CH3:16])[O:13][C:12]1=[O:17])C1C=CC=CC=1. (2) Given the product [C:1]([O:5][C:6](=[O:19])[N:7]([CH:8]1[CH2:9][CH2:10][CH:11]([CH3:14])[CH2:12][CH2:13]1)[CH2:15][CH2:16][CH2:17][O:18][C:20]1[CH:25]=[CH:24][CH:23]=[CH:22][CH:21]=1)([CH3:2])([CH3:3])[CH3:4], predict the reactants needed to synthesize it. The reactants are: [C:1]([O:5][C:6](=[O:19])[N:7]([CH2:15][CH2:16][CH2:17][OH:18])[C@H:8]1[CH2:13][CH2:12][C@H:11]([CH3:14])[CH2:10][CH2:9]1)([CH3:4])([CH3:3])[CH3:2].[C:20]1(O)[CH:25]=[CH:24][CH:23]=[CH:22][CH:21]=1.CCOC(/N=N/C(OCC)=O)=O.C1(P(C2C=CC=CC=2)C2C=CC=CC=2)C=CC=CC=1. (3) The reactants are: C([O:5][C:6](=[O:32])[C:7]1[CH:12]=[CH:11][C:10]([C:13]([N:15]2[C:23]3[C:18](=[CH:19][C:20]([C:24]#[N:25])=[CH:21][CH:22]=3)[CH:17]=[C:16]2[C:26]2[CH:27]=[N:28][CH:29]=[CH:30][CH:31]=2)=[O:14])=[CH:9][CH:8]=1)(C)(C)C. Given the product [C:24]([C:20]1[CH:19]=[C:18]2[C:23](=[CH:22][CH:21]=1)[N:15]([C:13]([C:10]1[CH:9]=[CH:8][C:7]([C:6]([OH:32])=[O:5])=[CH:12][CH:11]=1)=[O:14])[C:16]([C:26]1[CH:27]=[N:28][CH:29]=[CH:30][CH:31]=1)=[CH:17]2)#[N:25], predict the reactants needed to synthesize it. (4) Given the product [N:1]1([C:7]([O:9][CH2:10][Br:12])=[O:8])[CH2:6][CH2:5][O:4][CH2:3][CH2:2]1, predict the reactants needed to synthesize it. The reactants are: [N:1]1([C:7]([O:9][CH2:10]Cl)=[O:8])[CH2:6][CH2:5][O:4][CH2:3][CH2:2]1.[Br-:12].[Li+]. (5) Given the product [CH3:19][O:20][C:21]([C:23]1[N:24]=[CH:25][C:26]([N:29]2[CH2:34][CH2:33][N:32]([C:9]([O:10][CH2:11][C:12]3[CH:13]=[CH:14][CH:15]=[CH:16][CH:17]=3)=[O:18])[CH:31]([CH:35]([CH3:37])[CH3:36])[CH2:30]2)=[N:27][CH:28]=1)=[O:22], predict the reactants needed to synthesize it. The reactants are: O=C1CCC(=O)N1O[C:9](=[O:18])[O:10][CH2:11][C:12]1[CH:17]=[CH:16][CH:15]=[CH:14][CH:13]=1.[CH3:19][O:20][C:21]([C:23]1[N:24]=[CH:25][C:26]([N:29]2[CH2:34][CH2:33][NH:32][CH:31]([CH:35]([CH3:37])[CH3:36])[CH2:30]2)=[N:27][CH:28]=1)=[O:22]. (6) Given the product [Cl:1][C:2]1[N:3]=[CH:4][C:5]2[NH:9][C:25](=[O:26])[CH:20]3[CH2:21][O:22][CH2:23][CH2:24][N:19]3[C:6]=2[N:7]=1, predict the reactants needed to synthesize it. The reactants are: [Cl:1][C:2]1[N:7]=[C:6](Cl)[C:5]([NH2:9])=[CH:4][N:3]=1.CCN(C(C)C)C(C)C.[NH:19]1[CH2:24][CH2:23][O:22][CH2:21][CH:20]1[C:25](O)=[O:26].CS(C)=O. (7) Given the product [ClH:1].[Cl:1][C:2]1[CH:3]=[CH:4][C:5]2[N:9]=[C:8]([S:10][CH2:11][C:12]3[CH:13]=[CH:14][C:15]([CH:18]([CH3:20])[CH3:19])=[CH:16][CH:17]=3)[N:7]([C:21]3[CH:22]=[CH:23][C:24]([O:27][CH2:28][CH3:29])=[CH:25][CH:26]=3)[C:6]=2[CH:30]=1, predict the reactants needed to synthesize it. The reactants are: [Cl:1][C:2]1[CH:3]=[CH:4][C:5]2[N:9]=[C:8]([S:10][CH2:11][C:12]3[CH:17]=[CH:16][C:15]([CH:18]([CH3:20])[CH3:19])=[CH:14][CH:13]=3)[N:7]([C:21]3[CH:26]=[CH:25][C:24]([O:27][CH2:28][CH3:29])=[CH:23][CH:22]=3)[C:6]=2[CH:30]=1.C(OCC)(=O)C.Cl.